From a dataset of Forward reaction prediction with 1.9M reactions from USPTO patents (1976-2016). Predict the product of the given reaction. (1) Given the reactants C([O:3][C:4]([C:6]1[CH:7]=[CH:8][C:9]2[S:13][C:12]([C:14]3[C:15]([CH3:20])=[N:16][NH:17][C:18]=3[NH2:19])=[N:11][C:10]=2[CH:21]=1)=O)C.[H-].[Al+3].[Li+].[H-].[H-].[H-].O.O.O.O.O.O.O.O.O.S([O-])([O-])(=O)=O.[Na+].[Na+], predict the reaction product. The product is: [NH2:19][C:18]1[NH:17][N:16]=[C:15]([CH3:20])[C:14]=1[C:12]1[S:13][C:9]2[CH:8]=[CH:7][C:6]([CH2:4][OH:3])=[CH:21][C:10]=2[N:11]=1. (2) Given the reactants [BH4-].[Na+].[C:3](O)(C(F)(F)F)=O.[C:10]([N:17]1[CH2:22][CH2:21][N:20]([C:23]2[CH:28]=[CH:27][CH:26]=[C:25]([Cl:29])[C:24]=2[C:30]#N)[CH2:19][CH2:18]1)([O:12][C:13]([CH3:16])([CH3:15])[CH3:14])=[O:11].C=O.[C:34]([BH3-])#[N:35].[Na+], predict the reaction product. The product is: [C:10]([N:17]1[CH2:22][CH2:21][N:20]([C:23]2[CH:28]=[CH:27][CH:26]=[C:25]([Cl:29])[C:24]=2[CH2:30][N:35]([CH3:34])[CH3:3])[CH2:19][CH2:18]1)([O:12][C:13]([CH3:16])([CH3:15])[CH3:14])=[O:11]. (3) The product is: [C:11]([C:15]1[CH:20]=[CH:19][C:18]([NH:10][C:8]2[CH:7]=[CH:6][C:5]3[O:1][CH2:2][CH2:3][C:4]=3[CH:9]=2)=[CH:17][CH:16]=1)([CH3:14])([CH3:13])[CH3:12]. Given the reactants [O:1]1[C:5]2[CH:6]=[CH:7][C:8]([NH2:10])=[CH:9][C:4]=2[CH2:3][CH2:2]1.[C:11]([C:15]1[CH:20]=[CH:19][C:18](Br)=[CH:17][CH:16]=1)([CH3:14])([CH3:13])[CH3:12].CC(C)([O-])C.[Na+], predict the reaction product. (4) Given the reactants [Br:1][C:2]1[C:7]([F:8])=[CH:6][C:5]([S:9](Cl)(=[O:11])=[O:10])=[C:4]([F:13])[CH:3]=1.[CH3:14][N:15]1[CH2:20][CH2:19][NH:18][CH2:17][CH2:16]1, predict the reaction product. The product is: [Br:1][C:2]1[C:7]([F:8])=[CH:6][C:5]([S:9]([N:18]2[CH2:19][CH2:20][N:15]([CH3:14])[CH2:16][CH2:17]2)(=[O:11])=[O:10])=[C:4]([F:13])[CH:3]=1. (5) Given the reactants CC(OC([N:8]1[CH2:14][C:13]2[CH:15]=[C:16]([B:19]([OH:21])[OH:20])[CH:17]=[CH:18][C:12]=2[O:11][CH2:10][CH2:9]1)=O)(C)C.[ClH:22], predict the reaction product. The product is: [ClH:22].[O:11]1[C:12]2[CH:18]=[CH:17][C:16]([B:19]([OH:21])[OH:20])=[CH:15][C:13]=2[CH2:14][NH:8][CH2:9][CH2:10]1. (6) The product is: [OH:17][CH2:16][C:12]1[CH:13]=[C:14]2[C:9](=[CH:10][CH:11]=1)[N:8]([CH2:28][C:29]1[N:34]=[C:33]([C:35]([O:37][CH3:38])=[O:36])[CH:32]=[CH:31][CH:30]=1)[C:7]([C:1]1[CH:6]=[CH:5][CH:4]=[CH:3][CH:2]=1)=[CH:15]2. Given the reactants [C:1]1([C:7]2[N:8]([CH2:28][C:29]3[N:34]=[C:33]([C:35]([O:37][CH3:38])=[O:36])[CH:32]=[CH:31][CH:30]=3)[C:9]3[C:14]([CH:15]=2)=[CH:13][C:12]([CH2:16][O:17][Si](C(C)C)(C(C)C)C(C)C)=[CH:11][CH:10]=3)[CH:6]=[CH:5][CH:4]=[CH:3][CH:2]=1.[F-].C([N+](CCCC)(CCCC)CCCC)CCC.[Cl-].[NH4+], predict the reaction product. (7) Given the reactants [C:1]([CH2:3][CH:4]1[CH2:7][N:6]([CH:8]([C:15]2[CH:20]=[CH:19][CH:18]=[CH:17][CH:16]=2)[C:9]2[CH:14]=[CH:13][CH:12]=[CH:11][CH:10]=2)[CH2:5]1)#[N:2].[H-].[H-].[H-].[H-].[Li+].[Al+3].[H-].[NH4+].[Cl-], predict the reaction product. The product is: [NH2:2][CH2:1][CH2:3][CH:4]1[CH2:7][N:6]([CH:8]([C:15]2[CH:20]=[CH:19][CH:18]=[CH:17][CH:16]=2)[C:9]2[CH:10]=[CH:11][CH:12]=[CH:13][CH:14]=2)[CH2:5]1. (8) The product is: [Si:1]([O:8][C@@H:9]1[C:17]2[C:12](=[C:13]([C:18]3[S:22][C:21]([C:23]4[CH:24]=[CH:25][C:26]([O:34][CH:33]([CH3:35])[CH3:32])=[C:27]([CH:30]=4)[C:28]#[N:29])=[N:20][N:19]=3)[CH:14]=[CH:15][CH:16]=2)[CH2:11][CH2:10]1)([C:4]([CH3:7])([CH3:6])[CH3:5])([CH3:3])[CH3:2]. Given the reactants [Si:1]([O:8][C@@H:9]1[C:17]2[C:12](=[C:13]([C:18]3[S:22][C:21]([C:23]4[CH:24]=[CH:25][C:26](F)=[C:27]([CH:30]=4)[C:28]#[N:29])=[N:20][N:19]=3)[CH:14]=[CH:15][CH:16]=2)[CH2:11][CH2:10]1)([C:4]([CH3:7])([CH3:6])[CH3:5])([CH3:3])[CH3:2].[CH3:32][CH:33]([CH3:35])[O-:34].[Na+], predict the reaction product. (9) Given the reactants [C:1]([C:3]1[S:4][C:5]2[C:11]([C:12]#[N:13])=[C:10](/[N:14]=[CH:15]/[N:16](C)C)[CH:9]=[CH:8][C:6]=2[N:7]=1)#[N:2].[CH3:19][O:20][C:21]1[CH:22]=[C:23]([CH:25]=[CH:26][C:27]=1[O:28][CH3:29])N.[K+].[Br-], predict the reaction product. The product is: [CH3:19][O:20][C:21]1[CH:22]=[C:23]([NH:13][C:12]2[C:11]3[C:10](=[CH:9][CH:8]=[C:6]4[N:7]=[C:3]([C:1]#[N:2])[S:4][C:5]4=3)[N:14]=[CH:15][N:16]=2)[CH:25]=[CH:26][C:27]=1[O:28][CH3:29]. (10) Given the reactants [CH3:1][O:2][C:3]1[CH:4]=[C:5]([CH2:11][C:12]#[N:13])[CH:6]=[CH:7][C:8]=1[O:9][CH3:10].[Cl:14][C:15]1[CH:22]=[CH:21][CH:20]=[C:19]([Cl:23])[C:16]=1[CH:17]=O.[OH-:24].[NH4+], predict the reaction product. The product is: [Cl:14][C:15]1[CH:22]=[CH:21][CH:20]=[C:19]([Cl:23])[C:16]=1[CH:17]1[C:6]2[C:5](=[CH:4][C:3]([O:2][CH3:1])=[C:8]([O:9][CH3:10])[CH:7]=2)[CH2:11][C:12](=[O:24])[NH:13]1.